From a dataset of Full USPTO retrosynthesis dataset with 1.9M reactions from patents (1976-2016). Predict the reactants needed to synthesize the given product. (1) Given the product [CH3:1][O:2][C:3]([C:5]1[NH:6][C:7](=[S:17])[NH:8][C:9]=1[C:10]1[CH:15]=[CH:14][C:13]([F:16])=[CH:12][CH:11]=1)=[O:4], predict the reactants needed to synthesize it. The reactants are: [CH3:1][O:2][C:3]([C:5]1[N:6]=[C:7]([S:17](C)(=O)=O)[NH:8][C:9]=1[C:10]1[CH:15]=[CH:14][C:13]([F:16])=[CH:12][CH:11]=1)=[O:4].[Li+].[OH-]. (2) The reactants are: [CH3:1][CH2:2][CH2:3][CH2:4][CH2:5][CH3:6].[CH:7]([OH:10])(C)[CH3:8]. Given the product [C:3]1([C@H:7]([OH:10])[CH3:8])[CH:2]=[CH:1][CH:6]=[CH:5][CH:4]=1, predict the reactants needed to synthesize it. (3) Given the product [C:19]([C:12]1[CH:11]=[CH:10][C:9]2[C:14](=[C:15]([CH2:8][C:7]3[CH:6]=[C:5]([CH3:1])[CH:18]=[CH:17][C:16]=3[CH3:15])[C:16]3[C:7]([C:8]=2[CH2:26][C:25]2[CH:28]=[C:29]([CH3:32])[CH:30]=[CH:31][C:24]=2[CH3:23])=[CH:6][C:5]([C:1]([CH3:4])([CH3:3])[CH3:2])=[CH:18][CH:17]=3)[CH:13]=1)([CH3:22])([CH3:21])[CH3:20], predict the reactants needed to synthesize it. The reactants are: [C:1]([C:5]1[CH:18]=[CH:17][C:16]2[C:7](=[CH:8][C:9]3[C:14]([CH:15]=2)=[CH:13][C:12]([C:19]([CH3:22])([CH3:21])[CH3:20])=[CH:11][CH:10]=3)[CH:6]=1)([CH3:4])([CH3:3])[CH3:2].[CH3:23][C:24]1[CH:31]=[CH:30][C:29]([CH3:32])=[CH:28][C:25]=1[CH2:26]Cl. (4) Given the product [Cl:1][C:2]1[CH:7]=[C:6]([Cl:8])[CH:5]=[CH:4][C:3]=1[C:9]1[C:17]2[C:13](=[C:14]([CH2:19][CH2:20][C:21]#[N:22])[N:15]([CH3:18])[N:16]=2)[CH:12]=[CH:11][CH:10]=1, predict the reactants needed to synthesize it. The reactants are: [Cl:1][C:2]1[CH:7]=[C:6]([Cl:8])[CH:5]=[CH:4][C:3]=1[C:9]1[C:17]2[C:13](=[C:14]([CH:19]=[CH:20][C:21]#[N:22])[N:15]([CH3:18])[N:16]=2)[CH:12]=[CH:11][CH:10]=1.[BH4-].[Na+]. (5) Given the product [NH2:35][C:27]([CH2:26][N:21]1[C:22]2[C:18](=[C:17]([C:14]3[N:13]=[C:12]([C:4]4[CH:5]=[CH:6][C:7]([O:8][CH2:9][CH2:10][CH3:11])=[C:2]([I:1])[CH:3]=4)[O:16][N:15]=3)[CH:25]=[CH:24][CH:23]=2)[CH2:19][CH2:20]1)([CH2:28][OH:29])[CH2:32][OH:31], predict the reactants needed to synthesize it. The reactants are: [I:1][C:2]1[CH:3]=[C:4]([C:12]2[O:16][N:15]=[C:14]([C:17]3[CH:25]=[CH:24][CH:23]=[C:22]4[C:18]=3[CH2:19][CH2:20][N:21]4[CH2:26][C:27]3([NH:35]C(=O)OC(C)(C)C)[CH2:32][O:31]C(C)(C)[O:29][CH2:28]3)[N:13]=2)[CH:5]=[CH:6][C:7]=1[O:8][CH2:9][CH2:10][CH3:11].C(OC1C=C(C2ON=C(C3C=CC=C4C=3CCN4CC3(NC(=O)OC(C)(C)C)COC(C)(C)OC3)N=2)C=CC=1OCC)C. (6) The reactants are: [CH:1](=O)[CH2:2][CH2:3][CH2:4][CH2:5][CH3:6].[C:8]([NH2:12])([CH3:11])([CH3:10])[CH3:9].N1C=CC=CC=1.[C:19]([N:24]=[C:25]=[S:26])(=[O:23])[O:20][CH2:21][CH3:22].II. Given the product [CH2:3]([C:2]1=[CH:1][N:12]([C:8]([CH3:11])([CH3:10])[CH3:9])[S:26]/[C:25]/1=[N:24]\[C:19](=[O:23])[O:20][CH2:21][CH3:22])[CH2:4][CH2:5][CH3:6], predict the reactants needed to synthesize it. (7) Given the product [Cl:19][C:14]1[CH:15]=[CH:16][CH:17]=[CH:18][C:13]=1[N:12]1[CH:8]([C:5]2[CH:6]=[CH:7][C:2]([C:30]3[CH:31]=[CH:32][CH:33]=[CH:34][C:29]=3[S:28][CH3:27])=[CH:3][CH:4]=2)[CH2:9][C:10]([C:20]([F:25])([F:26])[C:21]([F:22])([F:24])[F:23])=[N:11]1, predict the reactants needed to synthesize it. The reactants are: Br[C:2]1[CH:7]=[CH:6][C:5]([CH:8]2[N:12]([C:13]3[CH:18]=[CH:17][CH:16]=[CH:15][C:14]=3[Cl:19])[N:11]=[C:10]([C:20]([F:26])([F:25])[C:21]([F:24])([F:23])[F:22])[CH2:9]2)=[CH:4][CH:3]=1.[CH3:27][S:28][C:29]1[CH:34]=[CH:33][CH:32]=[CH:31][C:30]=1B(O)O.C(=O)([O-])[O-].[Na+].[Na+]. (8) Given the product [C:37](=[O:38])([O:34][CH2:33][CH2:32][O:31][CH2:30][CH2:29][N:28]1[C:21]2[C:20]([NH:19][C:4]3[CH:5]=[CH:6][C:7]([O:8][C:9]4[CH:14]=[CH:13][CH:12]=[C:11]([C:15]([F:17])([F:16])[F:18])[CH:10]=4)=[C:2]([Cl:1])[CH:3]=3)=[N:25][CH:24]=[N:23][C:22]=2[CH:26]=[CH:27]1)[NH2:39], predict the reactants needed to synthesize it. The reactants are: [Cl:1][C:2]1[CH:3]=[C:4]([NH:19][C:20]2[C:21]3[N:28]([CH2:29][CH2:30][O:31][CH2:32][CH2:33][OH:34])[CH:27]=[CH:26][C:22]=3[N:23]=[CH:24][N:25]=2)[CH:5]=[CH:6][C:7]=1[O:8][C:9]1[CH:14]=[CH:13][CH:12]=[C:11]([C:15]([F:18])([F:17])[F:16])[CH:10]=1.ClC(Cl)(Cl)[C:37]([N:39]=C=O)=[O:38].C(=O)([O-])[O-].[K+].[K+].C(=O)([O-])O.[Na+]. (9) The reactants are: [CH2:1]([OH:8])[C:2]1[CH:7]=[CH:6][CH:5]=[CH:4][CH:3]=1.C1(P(C2C=CC=CC=2)C2C=CC=CC=2)C=CC=CC=1.CN(C(/N=N/C(N(C)C)=O)=O)C.[Br:40][C:41]1[CH:42]=[C:43](O)[CH:44]=[C:45]2[C:50]=1[CH:49]=[N:48][CH:47]=[CH:46]2. Given the product [CH2:1]([O:8][C:43]1[CH:44]=[C:45]2[C:50](=[C:41]([Br:40])[CH:42]=1)[CH:49]=[N:48][CH:47]=[CH:46]2)[C:2]1[CH:7]=[CH:6][CH:5]=[CH:4][CH:3]=1, predict the reactants needed to synthesize it. (10) Given the product [CH3:27][S:28][C:29]1[CH:34]=[C:33]([C:2]2[C:3]3[CH:17]=[CH:16][C:15](=[O:18])[N:14]([C:19]4[CH:24]=[CH:23][C:22]([F:25])=[CH:21][C:20]=4[F:26])[C:4]=3[N:5]=[C:6]([NH:8][CH:9]([CH2:12][OH:13])[CH2:10][OH:11])[N:7]=2)[CH:32]=[CH:31][CH:30]=1, predict the reactants needed to synthesize it. The reactants are: Cl[C:2]1[C:3]2[CH:17]=[CH:16][C:15](=[O:18])[N:14]([C:19]3[CH:24]=[CH:23][C:22]([F:25])=[CH:21][C:20]=3[F:26])[C:4]=2[N:5]=[C:6]([NH:8][CH:9]([CH2:12][OH:13])[CH2:10][OH:11])[N:7]=1.[CH3:27][S:28][C:29]1[CH:30]=[C:31](B(O)O)[CH:32]=[CH:33][CH:34]=1.C([O-])([O-])=O.[K+].[K+].